Dataset: Reaction yield outcomes from USPTO patents with 853,638 reactions. Task: Predict the reaction yield, written as a fraction of the theoretical maximum amount of product (1.0 means a 100% yield; for example, 0.34 means a 34% yield). (1) The reactants are C(O)(=O)C.[N+:5]([C:8]1[CH:9]=[C:10]([N:14]2[C:18]([C:19]3[CH:24]=[CH:23][CH:22]=[CH:21][CH:20]=3)=[CH:17][C:16]([C:25]([F:28])([F:27])[F:26])=[N:15]2)[CH:11]=[CH:12][CH:13]=1)([O-])=O. The catalyst is [Pd].C(O)C. The product is [NH2:5][C:8]1[CH:9]=[C:10]([N:14]2[C:18]([C:19]3[CH:24]=[CH:23][CH:22]=[CH:21][CH:20]=3)=[CH:17][C:16]([C:25]([F:28])([F:27])[F:26])=[N:15]2)[CH:11]=[CH:12][CH:13]=1. The yield is 0.914. (2) The reactants are BrCCCCC(C)(C1C=CC(C)=CC=1)CO.[Br:17][CH2:18][CH2:19][CH2:20][CH2:21][CH2:22][C:23]([CH3:30])([CH3:29])[C:24](OCC)=[O:25].[Li+].[BH4-].CO. The catalyst is ClCl. The product is [Br:17][CH2:18][CH2:19][CH2:20][CH2:21][CH2:22][C:23]([CH3:30])([CH3:29])[CH2:24][OH:25]. The yield is 0.980. (3) The reactants are [Br:1][C:2]1[CH:3]=[C:4]2[C:9](=[CH:10][CH:11]=1)[CH2:8][C:7]([CH3:15])([C:12](O)=[O:13])[CH2:6][C:5]2=[O:16].B.C1COCC1. The catalyst is C1(C)C=CC=CC=1. The product is [Br:1][C:2]1[CH:3]=[C:4]2[C:9]([CH2:8][C:7]([CH2:12][OH:13])([CH3:15])[CH2:6][CH:5]2[OH:16])=[CH:10][CH:11]=1. The yield is 0.720. (4) The reactants are [CH:1]([N:14]1[C:22]2[C:17](=[CH:18][C:19]([Cl:23])=[CH:20][CH:21]=2)[C:16]([CH2:24][CH2:25][O:26][C:27]2[CH:36]=[CH:35][C:30]([C:31]([O:33]C)=[O:32])=[CH:29][CH:28]=2)=[C:15]1[CH2:37][CH2:38][NH:39][S:40]([CH2:43]Cl)(=[O:42])=[O:41])([C:8]1[CH:13]=[CH:12][CH:11]=[CH:10][CH:9]=1)[C:2]1[CH:7]=[CH:6][CH:5]=[CH:4][CH:3]=1.[Cl:45][C:46]1[CH:47]=[C:48]([SH:53])[CH:49]=[CH:50][C:51]=1[F:52]. No catalyst specified. The product is [CH:1]([N:14]1[C:22]2[C:17](=[CH:18][C:19]([Cl:23])=[CH:20][CH:21]=2)[C:16]([CH2:24][CH2:25][O:26][C:27]2[CH:28]=[CH:29][C:30]([C:31]([OH:33])=[O:32])=[CH:35][CH:36]=2)=[C:15]1[CH2:37][CH2:38][NH:39][S:40]([CH2:43][S:53][C:48]1[CH:49]=[CH:50][C:51]([F:52])=[C:46]([Cl:45])[CH:47]=1)(=[O:41])=[O:42])([C:2]1[CH:3]=[CH:4][CH:5]=[CH:6][CH:7]=1)[C:8]1[CH:13]=[CH:12][CH:11]=[CH:10][CH:9]=1. The yield is 0.700. (5) The reactants are [O:1]=[C:2]1[CH2:7][CH:6]([C:8]([O:10][CH3:11])=[O:9])[CH2:5][CH:4]([C:12]([O:14][CH3:15])=[O:13])[CH2:3]1.[CH2:16](O)[CH2:17][OH:18]. The catalyst is C1(C)C=CC=CC=1.C1(C)C=CC(S(O)(=O)=O)=CC=1. The product is [O:18]1[C:2]2([CH2:3][CH:4]([C:12]([O:14][CH3:15])=[O:13])[CH2:5][CH:6]([C:8]([O:10][CH3:11])=[O:9])[CH2:7]2)[O:1][CH2:16][CH2:17]1. The yield is 0.820. (6) The reactants are C(OC([N:8]1[CH2:13][CH2:12][CH:11]([CH2:14][CH2:15][O:16][C:17](=[O:25])[CH2:18][C:19]2[CH:24]=[CH:23][CH:22]=[CH:21][CH:20]=2)[CH2:10][CH2:9]1)=O)(C)(C)C.Cl.CCOCC. The catalyst is CO. The product is [C:19]1([CH2:18][C:17]([O:16][CH2:15][CH2:14][CH:11]2[CH2:12][CH2:13][NH:8][CH2:9][CH2:10]2)=[O:25])[CH:24]=[CH:23][CH:22]=[CH:21][CH:20]=1. The yield is 0.870.